From a dataset of Forward reaction prediction with 1.9M reactions from USPTO patents (1976-2016). Predict the product of the given reaction. (1) Given the reactants [Br:1][C:2]1[CH:7]=[CH:6][C:5]([NH:8][CH2:9][CH2:10][N:11]2[CH2:16][CH2:15][O:14][CH2:13][CH2:12]2)=[C:4]([N+:17]([O-])=O)[CH:3]=1.[H][H], predict the reaction product. The product is: [Br:1][C:2]1[CH:3]=[C:4]([NH2:17])[C:5]([NH:8][CH2:9][CH2:10][N:11]2[CH2:16][CH2:15][O:14][CH2:13][CH2:12]2)=[CH:6][CH:7]=1. (2) Given the reactants [CH3:1][C:2]1[CH:7]=[C:6]([CH3:8])[C:5]([N:9]2[CH:13]=[N:12][C:11]([C:14]([F:17])([F:16])[F:15])=[N:10]2)=[CH:4][C:3]=1[S:18](Cl)(=O)=O.C(O)C.Cl.O, predict the reaction product. The product is: [CH3:1][C:2]1[CH:7]=[C:6]([CH3:8])[C:5]([N:9]2[CH:13]=[N:12][C:11]([C:14]([F:15])([F:16])[F:17])=[N:10]2)=[CH:4][C:3]=1[SH:18]. (3) Given the reactants C([O:5][C:6](=[O:40])[CH2:7][O:8][C:9]1[C:14]2[CH2:15][CH2:16][CH2:17][CH2:18][CH:19]([NH:20][S:21]([C:24]3[CH:29]=[CH:28][C:27]([C:30]4[CH:35]=[CH:34][CH:33]=[C:32]([S:36]([CH3:39])(=[O:38])=[O:37])[CH:31]=4)=[CH:26][CH:25]=3)(=[O:23])=[O:22])[C:13]=2[CH:12]=[CH:11][CH:10]=1)(C)(C)C.[OH-].[Na+], predict the reaction product. The product is: [CH3:39][S:36]([C:32]1[CH:31]=[C:30]([C:27]2[CH:28]=[CH:29][C:24]([S:21]([NH:20][CH:19]3[C:13]4[CH:12]=[CH:11][CH:10]=[C:9]([O:8][CH2:7][C:6]([OH:40])=[O:5])[C:14]=4[CH2:15][CH2:16][CH2:17][CH2:18]3)(=[O:23])=[O:22])=[CH:25][CH:26]=2)[CH:35]=[CH:34][CH:33]=1)(=[O:37])=[O:38].